From a dataset of Full USPTO retrosynthesis dataset with 1.9M reactions from patents (1976-2016). Predict the reactants needed to synthesize the given product. (1) Given the product [N+:1]([C:9]1[C:8]([C:7]([F:16])([F:15])[F:6])=[CH:13][CH:12]=[CH:11][C:10]=1[OH:14])([O-:4])=[O:2], predict the reactants needed to synthesize it. The reactants are: [N+:1]([O-:4])([O-])=[O:2].[Na+].[F:6][C:7]([F:16])([F:15])[C:8]1[CH:9]=[C:10]([OH:14])[CH:11]=[CH:12][CH:13]=1.N([O-])=O.[Na+]. (2) Given the product [ClH:31].[ClH:31].[Br:3][C:4]1[CH:30]=[CH:29][C:7]2[NH:8][C:9]([C@H:11]([NH2:21])[CH2:12][C:13]3[CH:14]=[CH:15][C:16]([O:19][CH3:20])=[CH:17][CH:18]=3)=[N:10][C:6]=2[CH:5]=1, predict the reactants needed to synthesize it. The reactants are: N#N.[Br:3][C:4]1[CH:30]=[CH:29][C:7]2[NH:8][C:9]([C@H:11]([NH:21]C(=O)OC(C)(C)C)[CH2:12][C:13]3[CH:18]=[CH:17][C:16]([O:19][CH3:20])=[CH:15][CH:14]=3)=[N:10][C:6]=2[CH:5]=1.[ClH:31]. (3) The reactants are: [Cl:1][C:2]1[CH:10]=[C:9]2[C:5]([CH:6]=[C:7]([CH2:11][C:12]3[CH:13]=[CH:14][C:15]([CH3:22])=[C:16]([CH:21]=3)[C:17]([O:19]C)=[O:18])[NH:8]2)=[CH:4][C:3]=1[C:23]1[CH:28]=[CH:27][C:26]([N:29]2[CH2:33][CH2:32][CH2:31][CH2:30]2)=[CH:25][CH:24]=1.[B-](F)(F)(F)[F:35].[B-](F)(F)(F)F.C1[N+]2(CCl)CC[N+](F)(CC2)C1. Given the product [Cl:1][C:2]1[CH:10]=[C:9]2[C:5]([CH:6]=[C:7]([CH2:11][C:12]3[CH:13]=[CH:14][C:15]([CH3:22])=[C:16]([CH:21]=3)[C:17]([OH:19])=[O:18])[NH:8]2)=[CH:4][C:3]=1[C:23]1[CH:28]=[CH:27][C:26]([N:29]2[CH2:33][CH2:32][CH2:31][CH2:30]2)=[C:25]([F:35])[CH:24]=1, predict the reactants needed to synthesize it.